From a dataset of Forward reaction prediction with 1.9M reactions from USPTO patents (1976-2016). Predict the product of the given reaction. (1) Given the reactants [NH:1]1[CH2:6][CH2:5][O:4][CH2:3][CH2:2]1.[C:7]([O:11][CH2:12][C:13]([F:24])([F:23])[C:14]([F:22])([F:21])[C:15]([F:20])([F:19])[CH:16]([F:18])[F:17])(=[O:10])[CH:8]=[CH2:9], predict the reaction product. The product is: [O:4]1[CH2:5][CH2:6][N:1]([CH2:9][CH2:8][C:7]([O:11][CH2:12][C:13]([F:23])([F:24])[C:14]([F:21])([F:22])[C:15]([F:20])([F:19])[CH:16]([F:17])[F:18])=[O:10])[CH2:2][CH2:3]1. (2) Given the reactants [CH3:1][N:2]1[CH:10]=[C:9]2[C:4]([CH:5]=[CH:6][CH:7]=[C:8]2[C@@H:11]2[CH2:13][C@H:12]2[CH2:14][NH:15]C(=O)OC(C)(C)C)=[N:3]1.[ClH:23].C(OCC)(=O)C, predict the reaction product. The product is: [ClH:23].[ClH:23].[CH3:1][N:2]1[CH:10]=[C:9]2[C:4]([CH:5]=[CH:6][CH:7]=[C:8]2[C@@H:11]2[CH2:13][C@H:12]2[CH2:14][NH2:15])=[N:3]1. (3) Given the reactants [Br:1][C:2]1[CH:7]=[CH:6][CH:5]=[C:4]([C:8]([C:10]2[N:15]=[C:14]([O:16][CH3:17])[N:13]=[C:12]([O:18][CH3:19])[N:11]=2)=[O:9])[C:3]=1[NH:20][S:21]([CH:24]([F:26])[F:25])(=[O:23])=[O:22].[C:27](=O)([O-])[O-].[K+].[K+].IC.C(OCC)(=O)C, predict the reaction product. The product is: [Br:1][C:2]1[CH:7]=[CH:6][CH:5]=[C:4]([C:8]([C:10]2[N:15]=[C:14]([O:16][CH3:17])[N:13]=[C:12]([O:18][CH3:19])[N:11]=2)=[O:9])[C:3]=1[N:20]([CH3:27])[S:21]([CH:24]([F:26])[F:25])(=[O:22])=[O:23]. (4) Given the reactants [C:1]1([C:7]2[S:11][C:10]([N:12]3[CH2:19][CH:18]4[CH:14]([CH2:15][NH:16][CH2:17]4)[CH2:13]3)=[N:9][N:8]=2)[CH:6]=[CH:5][CH:4]=[CH:3][CH:2]=1.[C:20]([OH:27])(=[O:26])/[CH:21]=[CH:22]/[C:23]([OH:25])=[O:24], predict the reaction product. The product is: [C:20]([OH:27])(=[O:26])/[CH:21]=[CH:22]/[C:23]([OH:25])=[O:24].[C:1]1([C:7]2[S:11][C:10]([N:12]3[CH2:19][CH:18]4[CH:14]([CH2:15][NH:16][CH2:17]4)[CH2:13]3)=[N:9][N:8]=2)[CH:2]=[CH:3][CH:4]=[CH:5][CH:6]=1. (5) Given the reactants I[C:2]1[CH:7]=[CH:6][C:5]([N:8]2[CH2:13][CH2:12][N:11]([C:14]([O:16][C:17]([CH3:20])([CH3:19])[CH3:18])=[O:15])[CH2:10][CH2:9]2)=[CH:4][CH:3]=1.[C:21]1(P(C2C=CC=CC=2)C2C=CC=CC=2)[CH:26]=CC=C[CH:22]=1.CN(C=[O:44])C, predict the reaction product. The product is: [OH:44][CH2:22][C:21]#[C:26][C:2]1[CH:7]=[CH:6][C:5]([N:8]2[CH2:13][CH2:12][N:11]([C:14]([O:16][C:17]([CH3:20])([CH3:19])[CH3:18])=[O:15])[CH2:10][CH2:9]2)=[CH:4][CH:3]=1. (6) Given the reactants [ClH:1].O1CCOCC1.[CH3:8][C@H:9]1[C@@H:14]([N:15]([C:17]2[N:25]=[CH:24][N:23]=[C:22]3[C:18]=2[CH:19]=[CH:20][NH:21]3)[CH3:16])[CH2:13][N:12]([C:26]([CH2:28][C:29]#[N:30])=[O:27])[CH2:11][CH2:10]1.C(OCC)(=O)C, predict the reaction product. The product is: [CH3:8][C@H:9]1[C@@H:14]([N:15]([C:17]2[N:25]=[CH:24][N:23]=[C:22]3[C:18]=2[CH:19]=[CH:20][NH:21]3)[CH3:16])[CH2:13][N:12]([C:26]([CH2:28][C:29]#[N:30])=[O:27])[CH2:11][CH2:10]1.[ClH:1]. (7) Given the reactants [CH2:1]([N:4]1[CH2:9][CH2:8][N:7]([C:10]2[CH:11]=[N:12][C:13]([N+:16]([O-])=O)=[CH:14][CH:15]=2)[CH2:6][CH2:5]1)[CH:2]=[CH2:3].O.O.[Sn](Cl)Cl, predict the reaction product. The product is: [CH2:1]([N:4]1[CH2:5][CH2:6][N:7]([C:10]2[CH:15]=[CH:14][C:13]([NH2:16])=[N:12][CH:11]=2)[CH2:8][CH2:9]1)[CH:2]=[CH2:3].